From a dataset of Reaction yield outcomes from USPTO patents with 853,638 reactions. Predict the reaction yield, written as a fraction of the theoretical maximum amount of product (1.0 means a 100% yield; for example, 0.34 means a 34% yield). (1) The reactants are C(OC([N:8]1[CH2:11][C:10]2([CH2:14][N:13]([C:15](=[O:17])[CH3:16])[CH2:12]2)[CH2:9]1)=O)(C)(C)C.C(O)(C(F)(F)F)=O.C(Cl)[Cl:26]. No catalyst specified. The product is [ClH:26].[CH2:12]1[C:10]2([CH2:11][NH:8][CH2:9]2)[CH2:14][N:13]1[C:15](=[O:17])[CH3:16]. The yield is 0.750. (2) The reactants are CCN(C(C)C)C(C)C.[F:10][C:11]1[CH:16]=[CH:15][CH:14]=[CH:13][C:12]=1[C:17]1[O:21][N:20]=[C:19]([C:22]([OH:24])=O)[CH:18]=1.C1C=CC2N(O)N=NC=2C=1.CCN=C=NCCCN(C)C.Cl.[NH2:47][CH2:48][C:49]([N:51]1[CH2:56][CH2:55][N:54]([C:57](=[O:69])[C:58]2[CH:63]=[C:62]([F:64])[CH:61]=[CH:60][C:59]=2[C:65]([F:68])([F:67])[F:66])[CH2:53][CH2:52]1)=[O:50]. The catalyst is CN(C=O)C.O. The product is [F:64][C:62]1[CH:61]=[CH:60][C:59]([C:65]([F:67])([F:66])[F:68])=[C:58]([CH:63]=1)[C:57]([N:54]1[CH2:55][CH2:56][N:51]([C:49](=[O:50])[CH2:48][NH:47][C:22]([C:19]2[CH:18]=[C:17]([C:12]3[CH:13]=[CH:14][CH:15]=[CH:16][C:11]=3[F:10])[O:21][N:20]=2)=[O:24])[CH2:52][CH2:53]1)=[O:69]. The yield is 0.325. (3) The reactants are [N+:1]([C:4]1[CH:5]=[CH:6][C:7]([O:10][CH2:11][CH2:12][N:13]([CH3:15])[CH3:14])=[N:8][CH:9]=1)([O-])=O.[H][H]. The catalyst is CO.[Pd]. The product is [CH3:14][N:13]([CH3:15])[CH2:12][CH2:11][O:10][C:7]1[N:8]=[CH:9][C:4]([NH2:1])=[CH:5][CH:6]=1. The yield is 0.990.